This data is from Full USPTO retrosynthesis dataset with 1.9M reactions from patents (1976-2016). The task is: Predict the reactants needed to synthesize the given product. Given the product [CH3:3][CH:2]([C:4]1[N:8]=[C:7]([N:9]2[CH2:14][CH2:13][CH:12]([CH2:15][O:16][C:17]3[CH:18]=[CH:19][C:20]([C:23]4[CH:28]=[CH:27][C:26]([S@@:29]([CH3:31])=[O:30])=[CH:25][CH:24]=4)=[N:21][CH:22]=3)[CH2:11][CH2:10]2)[O:6][N:5]=1)[CH3:1], predict the reactants needed to synthesize it. The reactants are: [CH3:1][CH:2]([C:4]1[N:8]=[C:7]([N:9]2[CH2:14][CH2:13][CH:12]([CH2:15][O:16][C:17]3[CH:18]=[CH:19][C:20]([C:23]4[CH:28]=[CH:27][C:26]([S:29]([CH3:31])=[O:30])=[CH:25][CH:24]=4)=[N:21][CH:22]=3)[CH2:11][CH2:10]2)[O:6][N:5]=1)[CH3:3].C(=O)=O.CO.